Predict the reaction yield, written as a fraction of the theoretical maximum amount of product (1.0 means a 100% yield; for example, 0.34 means a 34% yield). From a dataset of Reaction yield outcomes from USPTO patents with 853,638 reactions. (1) The reactants are Cl[C:2]1[N:7]=[CH:6][N:5]=[C:4]([NH2:8])[C:3]=1[N+]([O-])=O.Cl.Cl.[NH2:14][CH2:15][CH2:16][C:17]([C:19]1[CH:24]=[CH:23][C:22]([NH2:25])=[CH:21][CH:20]=1)=[O:18]. The catalyst is C1COCC1.C(O)C.O. The product is [NH2:25][C:22]1[CH:21]=[CH:20][C:19]([C:17](=[O:18])[CH2:16][CH2:15][NH:14][C:2]2[CH:3]=[C:4]([NH2:8])[N:5]=[CH:6][N:7]=2)=[CH:24][CH:23]=1. The yield is 0.830. (2) The yield is 0.780. The reactants are [CH3:1][O:2][C:3]1[CH:4]=[C:5]([CH:8]=[CH:9][C:10]=1[O:11][CH2:12][C:13]1[C:22]2[C:17](=[CH:18][CH:19]=[CH:20][CH:21]=2)[CH:16]=[CH:15][CH:14]=1)[CH:6]=O.[S:23]1[CH2:27][C:26](=[O:28])[NH:25][C:24]1=[O:29].N1CCCCC1. The product is [CH3:1][O:2][C:3]1[CH:4]=[C:5](/[CH:6]=[C:27]2/[C:26](=[O:28])[NH:25][C:24](=[O:29])[S:23]/2)[CH:8]=[CH:9][C:10]=1[O:11][CH2:12][C:13]1[C:22]2[C:17](=[CH:18][CH:19]=[CH:20][CH:21]=2)[CH:16]=[CH:15][CH:14]=1. The catalyst is C(O)C. (3) The reactants are [OH:1][C:2]1[CH:3]=[C:4]([CH:7]=[CH:8][C:9]=1[O:10][C:11]1[CH:20]=[CH:19][C:14]2[B:15]([OH:18])[O:16][CH2:17][C:13]=2[CH:12]=1)[C:5]#[N:6].[CH:21]1(I)[CH2:25][CH2:24][CH2:23][CH2:22]1.CN(C)C=O.[H-].[Na+]. The catalyst is O. The product is [CH:21]1([O:1][C:2]2[CH:3]=[C:4]([CH:7]=[CH:8][C:9]=2[O:10][C:11]2[CH:20]=[CH:19][C:14]3[B:15]([OH:18])[O:16][CH2:17][C:13]=3[CH:12]=2)[C:5]#[N:6])[CH2:25][CH2:24][CH2:23][CH2:22]1. The yield is 0.630. (4) The reactants are [CH3:1][C:2](=O)[CH2:3][C:4](=O)[CH3:5].[NH2:8][C:9]1[N:13]=[C:12]([S:14][CH3:15])[NH:11][N:10]=1. The catalyst is C(O)(=O)C. The product is [CH3:1][C:2]1[CH:3]=[C:4]([CH3:5])[N:10]2[N:11]=[C:12]([S:14][CH3:15])[N:13]=[C:9]2[N:8]=1. The yield is 0.710. (5) The reactants are C([O:8][C:9](=[O:21])[CH2:10][N:11]1[C:15]2[CH:16]=[CH:17][CH:18]=[CH:19][C:14]=2[NH:13][C:12]1=[O:20])C1C=CC=CC=1. The catalyst is C(OCC)(=O)C.[Pd]. The product is [O:20]=[C:12]1[N:11]([CH2:10][C:9]([OH:21])=[O:8])[C:15]2[CH:16]=[CH:17][CH:18]=[CH:19][C:14]=2[NH:13]1. The yield is 1.00. (6) No catalyst specified. The yield is 0.920. The reactants are C[O:2][C:3](=[O:25])[C:4]1[CH:9]=[CH:8][C:7]([O:10][CH2:11][C:12]2[C:13]([C:18]3[CH:23]=[CH:22][C:21]([F:24])=[CH:20][N:19]=3)=[N:14][O:15][C:16]=2[CH3:17])=[N:6][CH:5]=1.COC(=O)C1C=CC(OCC2C(C3C=CC=CN=3)=NOC=2C)=NC=1. The product is [F:24][C:21]1[CH:22]=[CH:23][C:18]([C:13]2[C:12]([CH2:11][O:10][C:7]3[CH:8]=[CH:9][C:4]([C:3]([OH:25])=[O:2])=[CH:5][N:6]=3)=[C:16]([CH3:17])[O:15][N:14]=2)=[N:19][CH:20]=1.